This data is from Reaction yield outcomes from USPTO patents with 853,638 reactions. The task is: Predict the reaction yield, written as a fraction of the theoretical maximum amount of product (1.0 means a 100% yield; for example, 0.34 means a 34% yield). (1) The reactants are [C:1]1([C@@H:7]([CH3:10])[CH2:8][NH2:9])[CH:6]=[CH:5][CH:4]=[CH:3][CH:2]=1.C(N(CC)CC)C.CN(C1C=CC=CN=1)C.[CH:27]([S:30](Cl)(=[O:32])=[O:31])([CH3:29])[CH3:28]. The catalyst is CCCCCC.C(Cl)Cl. The product is [C:1]1([C@@H:7]([CH3:10])[CH2:8][NH:9][S:30]([CH:27]([CH3:29])[CH3:28])(=[O:32])=[O:31])[CH:6]=[CH:5][CH:4]=[CH:3][CH:2]=1. The yield is 0.901. (2) The reactants are Br[C:2]1[CH:3]=[C:4]([CH3:15])[C:5]([N:10]2[CH:14]=[N:13][CH:12]=[N:11]2)=[C:6]([CH:9]=1)[C:7]#[N:8].C(=O)([O-])[O-].[K+].[K+].[C:22]1(P(C2C=CC=CC=2)C2C=CC=CC=2)C=CC=C[CH:23]=1. The catalyst is C1(C)C=CC=CC=1. The product is [CH3:15][C:4]1[C:5]([N:10]2[CH:14]=[N:13][CH:12]=[N:11]2)=[C:6]([CH:9]=[C:2]([CH:22]=[CH2:23])[CH:3]=1)[C:7]#[N:8]. The yield is 0.520. (3) The product is [Cl:28][C:29]1[CH:36]=[CH:35][C:32]([CH2:33][C:2]2[C:6]([C:7]#[N:8])=[C:5]([C:9]3[CH2:10][CH2:11][O:12][CH2:13][CH:14]=3)[S:4][C:3]=2[C:15]([O:17][CH2:18][CH3:19])=[O:16])=[CH:31][CH:30]=1. The reactants are Br[C:2]1[C:6]([C:7]#[N:8])=[C:5]([C:9]2[CH2:10][CH2:11][O:12][CH2:13][CH:14]=2)[S:4][C:3]=1[C:15]([O:17][CH2:18][CH3:19])=[O:16].C1(C)C=CC=CC=1.[Cl-].[Cl:28][C:29]1[CH:36]=[CH:35][C:32]([CH2:33][Zn+])=[CH:31][CH:30]=1.O1CCCC1. The yield is 0.436. The catalyst is CCOC(C)=O.[NH4+].[Cl-].C(Cl)Cl.CC(C)([P](C(C)(C)C)([Pd][P](C(C)(C)C)(C(C)(C)C)C(C)(C)C)C(C)(C)C)C. (4) The reactants are [CH2:1]([C:3]1[CH:4]=[C:5]([NH:9][C:10](=[O:12])[CH3:11])[CH:6]=[CH:7][CH:8]=1)[CH3:2].[CH:13]1[CH:18]=[C:17]2[C:19]([C:21](O)([OH:24])[C:22](=[O:23])[C:16]2=[CH:15][CH:14]=1)=[O:20]. The catalyst is S(=O)(=O)(O)O. The product is [CH2:1]([C:3]1[CH:8]=[CH:7][C:6]([C:21]2([OH:24])[C:19](=[O:20])[C:17]3[C:16](=[CH:15][CH:14]=[CH:13][CH:18]=3)[C:22]2=[O:23])=[C:5]([NH:9][C:10](=[O:12])[CH3:11])[CH:4]=1)[CH3:2]. The yield is 0.0900. (5) The reactants are Cl.[NH2:2][C@H:3]1[CH2:20][CH2:19][C@@:18]2([CH3:21])[CH:5]([C:6](=[O:23])[CH2:7][C@@H:8]3[C@@H:17]2[CH2:16][CH2:15][C@@:13]2([CH3:14])[C@H:9]3[CH2:10][CH2:11][C:12]2=[O:22])[CH2:4]1.[OH-].[K+].[C:26]([O:30][C:31]([NH:33][CH2:34][CH2:35][CH2:36][C:37](O)=[O:38])=[O:32])([CH3:29])([CH3:28])[CH3:27].CCN=C=NCCCN(C)C. The catalyst is C(Cl)Cl.CN(C)C1C=CN=CC=1. The product is [C:26]([O:30][C:31]([NH:33][CH2:34][CH2:35][CH2:36][C:37]([NH:2][C@H:3]1[CH2:20][CH2:19][C@@:18]2([CH3:21])[CH:5]([C:6](=[O:23])[CH2:7][C@@H:8]3[C@@H:17]2[CH2:16][CH2:15][C@@:13]2([CH3:14])[C@H:9]3[CH2:10][CH2:11][C:12]2=[O:22])[CH2:4]1)=[O:38])=[O:32])([CH3:29])([CH3:28])[CH3:27]. The yield is 0.750. (6) The reactants are Cl.[Br:2][C:3]1[CH:8]=[CH:7][C:6]([NH:9]N)=[CH:5][CH:4]=1.[CH2:11]1[CH2:18][C:16](=O)[C:14](=O)[CH2:13][CH2:12]1. The catalyst is C(O)C.C(O)(=O)C. The product is [Br:2][C:3]1[CH:8]=[CH:7][C:6]2[NH:9][C:13]3[C:12](=[CH:11][CH:18]=[C:16]4[C:14]=3[NH:9][C:6]3[C:5]4=[CH:4][C:3]([Br:2])=[CH:8][CH:7]=3)[C:5]=2[CH:4]=1. The yield is 0.297.